Task: Predict the reaction yield, written as a fraction of the theoretical maximum amount of product (1.0 means a 100% yield; for example, 0.34 means a 34% yield).. Dataset: Reaction yield outcomes from USPTO patents with 853,638 reactions (1) The reactants are Cl[C:2]1[CH:7]=[C:6]([O:8][C:9]2[C:14]([F:15])=[CH:13][C:12]([NH:16][C:17]([C:19]3([C:22]([NH:24][C:25]4[CH:30]=[CH:29][C:28]([F:31])=[CH:27][CH:26]=4)=[O:23])[CH2:21][CH2:20]3)=[O:18])=[C:11]([F:32])[CH:10]=2)[CH:5]=[CH:4][N:3]=1.[CH:33]1([C:36]([NH2:38])=[O:37])[CH2:35][CH2:34]1.C(=O)([O-])[O-].[Cs+].[Cs+]. The catalyst is O1CCOCC1.ClCCl.C1C=CC(/C=C/C(/C=C/C2C=CC=CC=2)=O)=CC=1.C1C=CC(/C=C/C(/C=C/C2C=CC=CC=2)=O)=CC=1.C1C=CC(/C=C/C(/C=C/C2C=CC=CC=2)=O)=CC=1.[Pd].[Pd].CC1(C)C2C(=C(P(C3C=CC=CC=3)C3C=CC=CC=3)C=CC=2)OC2C(P(C3C=CC=CC=3)C3C=CC=CC=3)=CC=CC1=2. The product is [CH:33]1([C:36]([NH:38][C:2]2[CH:7]=[C:6]([O:8][C:9]3[C:14]([F:15])=[CH:13][C:12]([NH:16][C:17]([C:19]4([C:22]([NH:24][C:25]5[CH:26]=[CH:27][C:28]([F:31])=[CH:29][CH:30]=5)=[O:23])[CH2:21][CH2:20]4)=[O:18])=[C:11]([F:32])[CH:10]=3)[CH:5]=[CH:4][N:3]=2)=[O:37])[CH2:35][CH2:34]1. The yield is 0.860. (2) The reactants are [CH2:1]([S:3][C:4]1[C:9]([C:10]([NH:12][CH2:13][C:14]2[CH:19]=[CH:18][C:17]([F:20])=[CH:16][C:15]=2[O:21]C)=[O:11])=[C:8]([CH3:23])[CH:7]=[C:6]([N:24]2[CH2:29][CH2:28][O:27][CH2:26][CH2:25]2)[N:5]=1)[CH3:2].B(Br)(Br)Br.C([O-])(O)=O.[Na+]. The catalyst is C(Cl)Cl.CO. The product is [CH2:1]([S:3][C:4]1[C:9]([C:10]([NH:12][CH2:13][C:14]2[CH:19]=[CH:18][C:17]([F:20])=[CH:16][C:15]=2[OH:21])=[O:11])=[C:8]([CH3:23])[CH:7]=[C:6]([N:24]2[CH2:29][CH2:28][O:27][CH2:26][CH2:25]2)[N:5]=1)[CH3:2]. The yield is 0.400.